Dataset: Retrosynthesis with 50K atom-mapped reactions and 10 reaction types from USPTO. Task: Predict the reactants needed to synthesize the given product. (1) The reactants are: C[C@@H]1CN(C(=O)OC(C)(C)C)CCN1.Fc1ccc(-c2cc(Cl)nc(Cl)n2)cc1. Given the product C[C@@H]1CN(C(=O)OC(C)(C)C)CCN1c1cc(-c2ccc(F)cc2)nc(Cl)n1, predict the reactants needed to synthesize it. (2) Given the product Cn1c(=O)n(CCCOC2CCCCO2)c(=O)c2c1nc(SCc1cccc(OC(F)(F)F)c1)n2Cc1ccc(Cl)cc1, predict the reactants needed to synthesize it. The reactants are: Cn1c(=O)n(CCCOC2CCCCO2)c(=O)c2c1nc(S)n2Cc1ccc(Cl)cc1.FC(F)(F)Oc1cccc(CBr)c1. (3) Given the product c1ccc(CN2CCc3ccc(OCCCN4CCCCC4)cc3CC2)cc1, predict the reactants needed to synthesize it. The reactants are: O=Cc1ccccc1.c1cc2c(cc1OCCCN1CCCCC1)CCNCC2. (4) The reactants are: CCn1nnc(Cn2c(=O)n(C3CCN(C(=O)OC(C)(C)C)CC3)c(=O)c3sc(-c4ccccc4F)cc32)n1. Given the product CCn1nnc(Cn2c(=O)n(C3CCNCC3)c(=O)c3sc(-c4ccccc4F)cc32)n1, predict the reactants needed to synthesize it. (5) Given the product CC=CCN1CCC(NC(=O)c2ccc3[nH]ncc3c2)CC1, predict the reactants needed to synthesize it. The reactants are: CC=CCCl.O=C(NC1CCNCC1)c1ccc2[nH]ncc2c1. (6) Given the product O=[N+]([O-])c1ccccc1C1=CCNCC1, predict the reactants needed to synthesize it. The reactants are: CC(C)(C)OC(=O)N1CC=C(c2ccccc2[N+](=O)[O-])CC1.